This data is from Full USPTO retrosynthesis dataset with 1.9M reactions from patents (1976-2016). The task is: Predict the reactants needed to synthesize the given product. (1) Given the product [CH3:10][C:11]([CH3:54])([CH2:52][CH3:53])[CH2:12][C:13]1[N:14]=[C:15]([CH2:37][CH:38]([C:40]2[CH:45]=[CH:44][C:43]([C:46]3[CH:51]=[CH:50][CH:49]=[CH:48][N:47]=3)=[CH:42][CH:41]=2)[F:7])[N:16]([C:18]([C:31]2[CH:36]=[CH:35][CH:34]=[CH:33][CH:32]=2)([C:25]2[CH:30]=[CH:29][CH:28]=[CH:27][CH:26]=2)[C:19]2[CH:24]=[CH:23][CH:22]=[CH:21][CH:20]=2)[CH:17]=1, predict the reactants needed to synthesize it. The reactants are: C(N(S(F)(F)[F:7])CC)C.[CH3:10][C:11]([CH3:54])([CH2:52][CH3:53])[CH2:12][C:13]1[N:14]=[C:15]([CH2:37][CH:38]([C:40]2[CH:45]=[CH:44][C:43]([C:46]3[CH:51]=[CH:50][CH:49]=[CH:48][N:47]=3)=[CH:42][CH:41]=2)O)[N:16]([C:18]([C:31]2[CH:36]=[CH:35][CH:34]=[CH:33][CH:32]=2)([C:25]2[CH:30]=[CH:29][CH:28]=[CH:27][CH:26]=2)[C:19]2[CH:24]=[CH:23][CH:22]=[CH:21][CH:20]=2)[CH:17]=1.C(N(CC)CC)C. (2) Given the product [F:1][C:2]1[CH:3]=[CH:4][C:5]([CH2:8][O:9][C:10]2[CH:19]=[C:18]([C:20]3[CH:21]=[N:22][N:23]([CH3:25])[CH:24]=3)[C:17]([CH2:26][N:27]3[CH2:28][CH2:29][O:30][CH2:31][CH2:32]3)=[CH:16][C:11]=2[C:12]([NH:51][C:48]2[CH:49]=[CH:50][N:45]=[N:46][CH:47]=2)=[O:13])=[CH:6][CH:7]=1, predict the reactants needed to synthesize it. The reactants are: [F:1][C:2]1[CH:7]=[CH:6][C:5]([CH2:8][O:9][C:10]2[CH:19]=[C:18]([C:20]3[CH:21]=[N:22][N:23]([CH3:25])[CH:24]=3)[C:17]([CH2:26][N:27]3[CH2:32][CH2:31][O:30][CH2:29][CH2:28]3)=[CH:16][C:11]=2[C:12](OC)=[O:13])=[CH:4][CH:3]=1.[OH-].[Li+].Cl.C(N(C(C)C)CC)(C)C.[N:45]1[CH:50]=[CH:49][C:48]([NH2:51])=[CH:47][N:46]=1.ON1C2N=CC=CC=2N=N1.C(Cl)CCl. (3) Given the product [Cl:1][C:2]1[CH:3]=[CH:4][C:5]([N:8]2[C:9]3[C:18]4[C:13]([N:12]=[CH:11][N:10]=3)=[CH:14][C:15]([O:22][CH3:23])=[C:16]([O:20][CH3:21])[C:17]=4[NH:19][C:24]2=[S:25])=[CH:6][CH:7]=1, predict the reactants needed to synthesize it. The reactants are: [Cl:1][C:2]1[CH:7]=[CH:6][C:5]([NH:8][C:9]2[C:18]3[C:17]([NH2:19])=[C:16]([O:20][CH3:21])[C:15]([O:22][CH3:23])=[CH:14][C:13]=3[N:12]=[CH:11][N:10]=2)=[CH:4][CH:3]=1.[C:24](N1C=CN=C1)(N1C=CN=C1)=[S:25]. (4) Given the product [ClH:36].[C:27]1([S:33]([NH:3][C:4]2[CH:9]=[CH:8][C:7]([C:10]3[CH:11]=[CH:12][C:13]([NH:16][C:17]([C@@H:19]4[CH:24]5[CH2:23][CH2:22][N:21]([CH2:26][CH2:25]5)[CH2:20]4)=[O:18])=[CH:14][CH:15]=3)=[CH:6][CH:5]=2)(=[O:35])=[O:34])[CH:32]=[CH:31][CH:30]=[CH:29][CH:28]=1, predict the reactants needed to synthesize it. The reactants are: Cl.Cl.[NH2:3][C:4]1[CH:9]=[CH:8][C:7]([C:10]2[CH:15]=[CH:14][C:13]([NH:16][C:17]([C@@H:19]3[CH:24]4[CH2:25][CH2:26][N:21]([CH2:22][CH2:23]4)[CH2:20]3)=[O:18])=[CH:12][CH:11]=2)=[CH:6][CH:5]=1.[C:27]1([S:33]([Cl:36])(=[O:35])=[O:34])[CH:32]=[CH:31][CH:30]=[CH:29][CH:28]=1. (5) Given the product [CH2:1]([O:3][C:4]([C:5]1[CH:10]=[CH:9][C:8]([C:5]2[CH:10]=[CH:9][CH:8]=[CH:7][C:6]=2[O:16][CH3:13])=[CH:7][CH:6]=1)=[O:12])[CH3:2], predict the reactants needed to synthesize it. The reactants are: [CH2:1]([O:3][C:4](=[O:12])[C:5]1[CH:10]=[CH:9][C:8](Br)=[CH:7][CH:6]=1)[CH3:2].[C:13](=[O:16])([O-])[O-].[Na+].[Na+]. (6) Given the product [NH2:34][CH:14]([C@H:15]1[CH2:20][CH2:19][C@H:18]([NH:21][CH2:22][C:23]2[CH:24]=[CH:25][C:26]3[O:27][CH2:28][C:29](=[O:33])[NH:30][C:31]=3[N:32]=2)[CH2:17][CH2:16]1)[CH2:13][N:10]1[C:11]2[C:6](=[CH:5][CH:4]=[C:3]([O:2][CH3:1])[CH:12]=2)[N:7]=[CH:8][C:9]1=[O:47], predict the reactants needed to synthesize it. The reactants are: [CH3:1][O:2][C:3]1[CH:12]=[C:11]2[C:6]([N:7]=[CH:8][C:9](=[O:47])[N:10]2[CH2:13][CH:14]([NH:34]S(C2C=CC=CC=2[N+]([O-])=O)(=O)=O)[C@H:15]2[CH2:20][CH2:19][C@H:18]([NH:21][CH2:22][C:23]3[CH:24]=[CH:25][C:26]4[O:27][CH2:28][C:29](=[O:33])[NH:30][C:31]=4[N:32]=3)[CH2:17][CH2:16]2)=[CH:5][CH:4]=1.C1(S)C=CC=CC=1.C(=O)([O-])[O-].[K+].[K+].